The task is: Predict which catalyst facilitates the given reaction.. This data is from Catalyst prediction with 721,799 reactions and 888 catalyst types from USPTO. (1) Reactant: [CH3:1][O:2][C:3](=[O:30])[CH2:4][CH2:5][NH:6][C:7](=[O:29])[C:8]1[CH:13]=[CH:12][C:11]([CH:14]([O:20][C:21]2[CH:22]=[N:23][C:24](Cl)=[C:25]([CH3:27])[CH:26]=2)[CH2:15][C:16]([CH3:19])([CH3:18])[CH3:17])=[CH:10][CH:9]=1.[F-].[K+].[F:33][C:34]([F:46])([F:45])[O:35][C:36]1[CH:41]=[CH:40][C:39](B(O)O)=[CH:38][CH:37]=1. Product: [CH3:1][O:2][C:3](=[O:30])[CH2:4][CH2:5][NH:6][C:7](=[O:29])[C:8]1[CH:13]=[CH:12][C:11]([CH:14]([O:20][C:21]2[CH:22]=[N:23][C:24]([C:39]3[CH:38]=[CH:37][C:36]([O:35][C:34]([F:33])([F:45])[F:46])=[CH:41][CH:40]=3)=[C:25]([CH3:27])[CH:26]=2)[CH2:15][C:16]([CH3:19])([CH3:18])[CH3:17])=[CH:10][CH:9]=1. The catalyst class is: 73. (2) Reactant: CCN([CH:7]([CH3:9])C)C(C)C.Cl[C:11]([O:13][CH2:14][CH3:15])=O.[BH4-].[Na+].C[OH:19].C1[CH2:24][O:23]CC1. Product: [OH:23][CH2:24][C:15]1([C:14]([O:13][CH3:11])=[O:19])[CH2:9][CH2:7]1. The catalyst class is: 161. (3) The catalyst class is: 22. Reactant: [OH:1][CH2:2][C:3]1[O:4][C:5](=[O:9])[O:6][C:7]=1[CH3:8].N1C=CC=CC=1.[C:16](Cl)(=[O:27])[O:17][C:18]1[CH:23]=[CH:22][C:21]([N+:24]([O-:26])=[O:25])=[CH:20][CH:19]=1.C(=O)(O)[O-].[Na+]. Product: [C:16](=[O:27])([O:17][C:18]1[CH:19]=[CH:20][C:21]([N+:24]([O-:26])=[O:25])=[CH:22][CH:23]=1)[O:1][CH2:2][C:3]1[O:4][C:5](=[O:9])[O:6][C:7]=1[CH3:8]. (4) Reactant: [NH2:1][C:2]1[CH:7]=[CH:6][C:5]([N+:8]([O-:10])=[O:9])=[CH:4][C:3]=1[OH:11].C1C(=O)N([Br:19])C(=O)C1.C(OCC)(=O)C.CCCCCC. Product: [NH2:1][C:2]1[C:7]([Br:19])=[CH:6][C:5]([N+:8]([O-:10])=[O:9])=[CH:4][C:3]=1[OH:11]. The catalyst class is: 23. (5) Reactant: [CH:1]1[CH:2]=[CH:3][C:4]2[S:9][N:8]=[C:7]([N:10]3[CH2:15][CH2:14][N:13]([CH2:16][C@H:17]4[C@H:22]([CH2:23][N:24]5[C:34](=[O:35])[C@H:33]6[C@H:27]([C@H:28]7[CH2:32][C@@H:31]6[CH2:30][CH2:29]7)[C:25]5=[O:26])[CH2:21][CH2:20][CH2:19][CH2:18]4)[CH2:12][CH2:11]3)[C:5]=2[CH:6]=1.O.O.[C:38]([OH:43])(=[O:42])[C:39]([OH:41])=[O:40]. Product: [CH:1]1[CH:2]=[CH:3][C:4]2[S:9][N:8]=[C:7]([N:10]3[CH2:15][CH2:14][N:13]([CH2:16][C@H:17]4[C@H:22]([CH2:23][N:24]5[C:34](=[O:35])[C@H:33]6[C@H:27]([C@H:28]7[CH2:32][C@@H:31]6[CH2:30][CH2:29]7)[C:25]5=[O:26])[CH2:21][CH2:20][CH2:19][CH2:18]4)[CH2:12][CH2:11]3)[C:5]=2[CH:6]=1.[C:38]([O-:43])(=[O:42])[C:39]([O-:41])=[O:40]. The catalyst class is: 21. (6) Product: [NH2:6][C@@H:4]1[C@H:3]2[O:7][CH2:8][C@H:9]([NH:10][C:21](=[O:22])[C:20]3[CH:33]=[CH:34][CH:35]=[C:18]([O:11][C:12]4[CH:13]=[CH:14][CH:15]=[CH:16][CH:17]=4)[CH:19]=3)[C@H:2]2[O:1][CH2:5]1. Reactant: [O:1]1[CH2:5][C@H:4]([NH2:6])[C@H:3]2[O:7][CH2:8][C@H:9]([NH2:10])[C@@H:2]12.[O:11]([C:18]1[CH:19]=[C:20]([CH:33]=[CH:34][CH:35]=1)[C:21](ON1C2C=CC=CC=2N=N1)=[O:22])[C:12]1[CH:17]=[CH:16][CH:15]=[CH:14][CH:13]=1.C(OCC)(=O)C.Cl. The catalyst class is: 449. (7) Reactant: Cl[C:2]1[C:3]2[CH:10]=[CH:9][N:8]([CH2:11][CH2:12][O:13][CH3:14])[C:4]=2[N:5]=[CH:6][N:7]=1.[NH2:15][C:16]1[CH:17]=[C:18]([C:22]#[CH:23])[CH:19]=[CH:20][CH:21]=1. Product: [C:22]([C:18]1[CH:17]=[C:16]([NH:15][C:2]2[C:3]3[CH:10]=[CH:9][N:8]([CH2:11][CH2:12][O:13][CH3:14])[C:4]=3[N:5]=[CH:6][N:7]=2)[CH:21]=[CH:20][CH:19]=1)#[CH:23]. The catalyst class is: 5. (8) Reactant: [O:1]1[CH2:6][CH2:5][CH2:4][CH2:3][CH:2]1[N:7]1[C:15]2[C:10](=[CH:11][C:12]([C:16]3[N:20]=[CH:19][N:18]([C:21]([C:34]4[CH:39]=[CH:38][CH:37]=[CH:36][CH:35]=4)([C:28]4[CH:33]=[CH:32][CH:31]=[CH:30][CH:29]=4)[C:22]4[CH:27]=[CH:26][CH:25]=[CH:24][CH:23]=4)[N:17]=3)=[CH:13][CH:14]=2)[C:9]([C:40]2[CH:41]=[C:42]([NH2:46])[CH:43]=[CH:44][CH:45]=2)=[N:8]1.[C:47](Cl)(=[O:52])[CH2:48][CH2:49][CH2:50][CH3:51].C(N(CC)CC)C. Product: [O:1]1[CH2:6][CH2:5][CH2:4][CH2:3][CH:2]1[N:7]1[C:15]2[C:10](=[CH:11][C:12]([C:16]3[N:20]=[CH:19][N:18]([C:21]([C:28]4[CH:33]=[CH:32][CH:31]=[CH:30][CH:29]=4)([C:22]4[CH:27]=[CH:26][CH:25]=[CH:24][CH:23]=4)[C:34]4[CH:35]=[CH:36][CH:37]=[CH:38][CH:39]=4)[N:17]=3)=[CH:13][CH:14]=2)[C:9]([C:40]2[CH:41]=[C:42]([NH:46][C:47](=[O:52])[CH2:48][CH2:49][CH2:50][CH3:51])[CH:43]=[CH:44][CH:45]=2)=[N:8]1. The catalyst class is: 7. (9) Reactant: [F:1][C:2]1[C:7]([F:8])=[CH:6][CH:5]=[CH:4][C:3]=1[C@@H:9]1[CH2:19][CH2:18][C@@H:17]([NH:20][C:21]([N:23]2[CH2:28][CH2:27][CH:26]([N:29]3[C:37]4[C:32](=[N:33][CH:34]=[CH:35][CH:36]=4)[N:31](COCC[Si](C)(C)C)[C:30]3=[O:46])[CH2:25][CH2:24]2)=[O:22])[C:12]2=[N:13][CH:14]=[CH:15][N:16]=[C:11]2[C@H:10]1[NH:47]C(=O)OC(C)(C)C.FC(F)(F)C(O)=O.CO. Product: [NH2:47][C@@H:10]1[C:11]2=[N:16][CH:15]=[CH:14][N:13]=[C:12]2[C@H:17]([NH:20][C:21]([N:23]2[CH2:24][CH2:25][CH:26]([N:29]3[C:37]4[C:32](=[N:33][CH:34]=[CH:35][CH:36]=4)[NH:31][C:30]3=[O:46])[CH2:27][CH2:28]2)=[O:22])[CH2:18][CH2:19][C@H:9]1[C:3]1[CH:4]=[CH:5][CH:6]=[C:7]([F:8])[C:2]=1[F:1]. The catalyst class is: 2. (10) Reactant: [CH:1]1([C:4]2[CH:8]=[C:7]([CH:9]3[CH2:11][CH2:10]3)[N:6]([C:12]3[N:17]=[CH:16][C:15]([NH:18][C:19](=[O:28])[C:20]4[C:25]([F:26])=[CH:24][CH:23]=[CH:22][C:21]=4[F:27])=[CH:14][CH:13]=3)[N:5]=2)[CH2:3][CH2:2]1.FC1C=CC=C(F)C=1C(O)=O.[ClH:40]. Product: [ClH:40].[CH:1]1([C:4]2[CH:8]=[C:7]([CH:9]3[CH2:11][CH2:10]3)[N:6]([C:12]3[N:17]=[CH:16][C:15]([NH:18][C:19](=[O:28])[C:20]4[C:25]([F:26])=[CH:24][CH:23]=[CH:22][C:21]=4[F:27])=[CH:14][CH:13]=3)[N:5]=2)[CH2:2][CH2:3]1. The catalyst class is: 165.